From a dataset of Catalyst prediction with 721,799 reactions and 888 catalyst types from USPTO. Predict which catalyst facilitates the given reaction. (1) Reactant: C(N(CC)CC)C.FC(F)(F)C(O)=O.[N:15]1([CH2:21][CH2:22][O:23][C:24]2[CH:33]=[CH:32][CH:31]=[C:30]3[C:25]=2[C:26]([NH2:35])=[N:27][C:28]([NH2:34])=[N:29]3)[CH2:20][CH2:19][NH:18][CH2:17][CH2:16]1.[F:36][C:37]1[CH:42]=[CH:41][CH:40]=[CH:39][C:38]=1[S:43](Cl)(=[O:45])=[O:44]. Product: [F:36][C:37]1[CH:42]=[CH:41][CH:40]=[CH:39][C:38]=1[S:43]([N:18]1[CH2:19][CH2:20][N:15]([CH2:21][CH2:22][O:23][C:24]2[CH:33]=[CH:32][CH:31]=[C:30]3[C:25]=2[C:26]([NH2:35])=[N:27][C:28]([NH2:34])=[N:29]3)[CH2:16][CH2:17]1)(=[O:45])=[O:44]. The catalyst class is: 7. (2) Reactant: [CH3:1][Si:2]([CH3:9])([CH3:8])N[Si:2]([CH3:9])([CH3:8])[CH3:1].C([Li])CCC.[C:15]([O:19][C:20]([N:22]1[CH2:27][CH2:26][CH:25]([CH2:28][O:29][C:30]2[CH:35]=[CH:34][C:33]([I:36])=[CH:32][C:31]=2C=O)[CH2:24][CH2:23]1)=[O:21])([CH3:18])([CH3:17])[CH3:16].C[Si](Cl)(C)C.[CH2:44]([N:46]([CH2:49]C)CC)[CH3:45].C(Cl)(=[O:53])C. Product: [C:15]([O:19][C:20]([N:22]1[CH2:23][CH2:24][CH:25]([CH2:28][O:29][C:30]2[CH:35]=[CH:34][C:33]([I:36])=[CH:32][C:31]=2[CH:49]=[N:46][C:44]([O:53][Si:2]([CH3:9])([CH3:8])[CH3:1])=[CH2:45])[CH2:26][CH2:27]1)=[O:21])([CH3:18])([CH3:16])[CH3:17]. The catalyst class is: 469. (3) Reactant: [F:1][C:2]1[CH:7]=[CH:6][C:5]([C:8](=[N:22][OH:23])[CH2:9][CH2:10][N:11]2[CH2:16][CH2:15][CH2:14][CH:13]([C:17]3[S:18][CH:19]=[CH:20][N:21]=3)[CH2:12]2)=[CH:4][CH:3]=1.[CH3:24][C:25](C)([O-])C.[K+].C(I)C. Product: [CH2:24]([O:23][N:22]=[C:8]([C:5]1[CH:6]=[CH:7][C:2]([F:1])=[CH:3][CH:4]=1)[CH2:9][CH2:10][N:11]1[CH2:16][CH2:15][CH2:14][CH:13]([C:17]2[S:18][CH:19]=[CH:20][N:21]=2)[CH2:12]1)[CH3:25]. The catalyst class is: 107. (4) Reactant: CN(C)C=O.Cl[CH2:7][CH2:8][O:9][C:10]1[CH:19]=[C:18]2[C:13]([C:14]([O:20][C:21]3[C:22]([CH3:31])=[N:23][C:24]4[C:29]([CH:30]=3)=[CH:28][CH:27]=[CH:26][CH:25]=4)=[CH:15][CH:16]=[N:17]2)=[CH:12][C:11]=1[O:32][CH3:33].C(=O)([O-])[O-].[K+].[K+].[NH:40]1[CH2:45][CH2:44][CH2:43][CH2:42][CH2:41]1. Product: [CH3:33][O:32][C:11]1[CH:12]=[C:13]2[C:18](=[CH:19][C:10]=1[O:9][CH2:8][CH2:7][N:40]1[CH2:45][CH2:44][CH2:43][CH2:42][CH2:41]1)[N:17]=[CH:16][CH:15]=[C:14]2[O:20][C:21]1[C:22]([CH3:31])=[N:23][C:24]2[C:29]([CH:30]=1)=[CH:28][CH:27]=[CH:26][CH:25]=2. The catalyst class is: 6. (5) Reactant: [Br:1][C:2]1[CH:7]=[C:6]([N+:8]([O-:10])=[O:9])[CH:5]=[CH:4][C:3]=1F.[F:12][C:13]1[CH:18]=[C:17]([F:19])[CH:16]=[CH:15][C:14]=1[OH:20].C(=O)([O-])[O-].[Cs+].[Cs+].[Cl-].[Na+]. Product: [Br:1][C:2]1[CH:7]=[C:6]([N+:8]([O-:10])=[O:9])[CH:5]=[CH:4][C:3]=1[O:20][C:14]1[CH:15]=[CH:16][C:17]([F:19])=[CH:18][C:13]=1[F:12]. The catalyst class is: 58. (6) Reactant: [Br:1][C:2]1[CH:3]=[C:4]([NH2:8])[CH:5]=[N:6][CH:7]=1.C(N(C(C)C)CC)(C)C.[CH3:18][O:19][C:20]1[CH:28]=[CH:27][C:23]([C:24](Cl)=[O:25])=[CH:22][CH:21]=1. Product: [Br:1][C:2]1[CH:3]=[C:4]([NH:8][C:24](=[O:25])[C:23]2[CH:27]=[CH:28][C:20]([O:19][CH3:18])=[CH:21][CH:22]=2)[CH:5]=[N:6][CH:7]=1. The catalyst class is: 96. (7) Reactant: [CH2:1]([O:13][C:14]1[CH:21]=[CH:20][C:17]([CH:18]=[O:19])=[CH:16][CH:15]=1)[CH2:2][CH2:3][CH2:4][CH2:5][CH2:6][CH2:7][CH2:8][CH2:9][CH2:10][CH2:11][CH3:12].[BH4-].[Na+]. Product: [CH2:1]([O:13][C:14]1[CH:15]=[CH:16][C:17]([CH2:18][OH:19])=[CH:20][CH:21]=1)[CH2:2][CH2:3][CH2:4][CH2:5][CH2:6][CH2:7][CH2:8][CH2:9][CH2:10][CH2:11][CH3:12]. The catalyst class is: 1. (8) Reactant: C([O:4][CH2:5][CH:6]1[CH:11]=[CH:10][C@H:9]([NH:12][C:13]([O:15][C:16]([CH3:19])([CH3:18])[CH3:17])=[O:14])[CH2:8][O:7]1)(=O)C. Product: [OH:4][CH2:5][CH:6]1[O:7][CH2:8][C@@H:9]([NH:12][C:13](=[O:14])[O:15][C:16]([CH3:18])([CH3:17])[CH3:19])[CH2:10][CH2:11]1. The catalyst class is: 43. (9) Reactant: C[O:2][C:3](=[O:18])[C:4]1[CH:9]=[CH:8][CH:7]=[CH:6][C:5]=1[O:10][CH:11]1[CH2:16][CH2:15][N:14]([CH3:17])[CH2:13][CH2:12]1.O.[OH-].[Li+:21].[Li]. Product: [Li+:21].[CH3:17][N:14]1[CH2:13][CH2:12][CH:11]([O:10][C:5]2[CH:6]=[CH:7][CH:8]=[CH:9][C:4]=2[C:3]([O-:18])=[O:2])[CH2:16][CH2:15]1. The catalyst class is: 87.